The task is: Regression. Given a peptide amino acid sequence and an MHC pseudo amino acid sequence, predict their binding affinity value. This is MHC class II binding data.. This data is from Peptide-MHC class II binding affinity with 134,281 pairs from IEDB. (1) The peptide sequence is KQENWNTDIKTLKFD. The binding affinity (normalized) is 0.364. The MHC is DRB1_1301 with pseudo-sequence DRB1_1301. (2) The peptide sequence is AFKKAATAANAAPAN. The MHC is DRB1_0802 with pseudo-sequence DRB1_0802. The binding affinity (normalized) is 0.431. (3) The peptide sequence is GPTHLFQPSQVLDMAK. The MHC is H-2-IAb with pseudo-sequence H-2-IAb. The binding affinity (normalized) is 0.477. (4) The peptide sequence is VSQMRMATPLLMRPM. The MHC is H-2-IAk with pseudo-sequence H-2-IAk. The binding affinity (normalized) is 0.169. (5) The peptide sequence is PIGDPQSNRNPQL. The MHC is DRB1_0101 with pseudo-sequence DRB1_0101. The binding affinity (normalized) is 0. (6) The peptide sequence is IEGITLLNAKFFHMN. The MHC is DRB3_0202 with pseudo-sequence DRB3_0202. The binding affinity (normalized) is 0.668.